This data is from NCI-60 drug combinations with 297,098 pairs across 59 cell lines. The task is: Regression. Given two drug SMILES strings and cell line genomic features, predict the synergy score measuring deviation from expected non-interaction effect. (1) Drug 1: CCN(CC)CCNC(=O)C1=C(NC(=C1C)C=C2C3=C(C=CC(=C3)F)NC2=O)C. Drug 2: CCC1(CC2CC(C3=C(CCN(C2)C1)C4=CC=CC=C4N3)(C5=C(C=C6C(=C5)C78CCN9C7C(C=CC9)(C(C(C8N6C)(C(=O)OC)O)OC(=O)C)CC)OC)C(=O)OC)O.OS(=O)(=O)O. Cell line: SW-620. Synergy scores: CSS=5.88, Synergy_ZIP=-0.210, Synergy_Bliss=2.96, Synergy_Loewe=1.40, Synergy_HSA=1.10. (2) Drug 1: CC1=C(C(CCC1)(C)C)C=CC(=CC=CC(=CC(=O)O)C)C. Drug 2: CS(=O)(=O)OCCCCOS(=O)(=O)C. Cell line: DU-145. Synergy scores: CSS=-1.37, Synergy_ZIP=2.81, Synergy_Bliss=3.39, Synergy_Loewe=-1.12, Synergy_HSA=-1.86. (3) Drug 1: CC(C1=C(C=CC(=C1Cl)F)Cl)OC2=C(N=CC(=C2)C3=CN(N=C3)C4CCNCC4)N. Drug 2: C1=NC(=NC(=O)N1C2C(C(C(O2)CO)O)O)N. Cell line: DU-145. Synergy scores: CSS=7.61, Synergy_ZIP=-1.50, Synergy_Bliss=1.75, Synergy_Loewe=-0.566, Synergy_HSA=-0.238. (4) Drug 1: CC1=C(C=C(C=C1)NC(=O)C2=CC=C(C=C2)CN3CCN(CC3)C)NC4=NC=CC(=N4)C5=CN=CC=C5. Drug 2: C(CC(=O)O)C(=O)CN.Cl. Cell line: MCF7. Synergy scores: CSS=2.79, Synergy_ZIP=0.302, Synergy_Bliss=2.23, Synergy_Loewe=1.20, Synergy_HSA=0.610. (5) Drug 1: CC1=C2C(C(=O)C3(C(CC4C(C3C(C(C2(C)C)(CC1OC(=O)C(C(C5=CC=CC=C5)NC(=O)OC(C)(C)C)O)O)OC(=O)C6=CC=CC=C6)(CO4)OC(=O)C)OC)C)OC. Drug 2: CC1C(C(=O)NC(C(=O)N2CCCC2C(=O)N(CC(=O)N(C(C(=O)O1)C(C)C)C)C)C(C)C)NC(=O)C3=C4C(=C(C=C3)C)OC5=C(C(=O)C(=C(C5=N4)C(=O)NC6C(OC(=O)C(N(C(=O)CN(C(=O)C7CCCN7C(=O)C(NC6=O)C(C)C)C)C)C(C)C)C)N)C. Cell line: SNB-19. Synergy scores: CSS=52.7, Synergy_ZIP=16.1, Synergy_Bliss=15.6, Synergy_Loewe=5.89, Synergy_HSA=16.2. (6) Drug 1: CN1C2=C(C=C(C=C2)N(CCCl)CCCl)N=C1CCCC(=O)O.Cl. Drug 2: CN(C(=O)NC(C=O)C(C(C(CO)O)O)O)N=O. Cell line: U251. Synergy scores: CSS=1.55, Synergy_ZIP=-1.78, Synergy_Bliss=-5.59, Synergy_Loewe=-3.49, Synergy_HSA=-4.64. (7) Drug 1: CCC1=CC2CC(C3=C(CN(C2)C1)C4=CC=CC=C4N3)(C5=C(C=C6C(=C5)C78CCN9C7C(C=CC9)(C(C(C8N6C)(C(=O)OC)O)OC(=O)C)CC)OC)C(=O)OC.C(C(C(=O)O)O)(C(=O)O)O. Drug 2: COC1=NC(=NC2=C1N=CN2C3C(C(C(O3)CO)O)O)N. Cell line: K-562. Synergy scores: CSS=70.1, Synergy_ZIP=5.15, Synergy_Bliss=6.83, Synergy_Loewe=-46.4, Synergy_HSA=2.15. (8) Drug 1: CCCCCOC(=O)NC1=NC(=O)N(C=C1F)C2C(C(C(O2)C)O)O. Drug 2: CC1=C(N=C(N=C1N)C(CC(=O)N)NCC(C(=O)N)N)C(=O)NC(C(C2=CN=CN2)OC3C(C(C(C(O3)CO)O)O)OC4C(C(C(C(O4)CO)O)OC(=O)N)O)C(=O)NC(C)C(C(C)C(=O)NC(C(C)O)C(=O)NCCC5=NC(=CS5)C6=NC(=CS6)C(=O)NCCC[S+](C)C)O. Cell line: MOLT-4. Synergy scores: CSS=11.1, Synergy_ZIP=12.6, Synergy_Bliss=11.2, Synergy_Loewe=-39.9, Synergy_HSA=-4.90. (9) Drug 1: CC1C(C(CC(O1)OC2CC(CC3=C2C(=C4C(=C3O)C(=O)C5=C(C4=O)C(=CC=C5)OC)O)(C(=O)CO)O)N)O.Cl. Drug 2: CC(C)(C#N)C1=CC(=CC(=C1)CN2C=NC=N2)C(C)(C)C#N. Cell line: NCI-H226. Synergy scores: CSS=22.1, Synergy_ZIP=-3.61, Synergy_Bliss=0.363, Synergy_Loewe=0.974, Synergy_HSA=1.16.